From a dataset of Peptide-MHC class I binding affinity with 185,985 pairs from IEDB/IMGT. Regression. Given a peptide amino acid sequence and an MHC pseudo amino acid sequence, predict their binding affinity value. This is MHC class I binding data. (1) The peptide sequence is HTQGYFPDW. The MHC is HLA-B40:01 with pseudo-sequence HLA-B40:01. The binding affinity (normalized) is 0. (2) The peptide sequence is CSFRIGRSTEL. The MHC is Mamu-A01 with pseudo-sequence Mamu-A01. The binding affinity (normalized) is 0.315. (3) The peptide sequence is KVMDFGIAR. The MHC is HLA-B57:01 with pseudo-sequence HLA-B57:01. The binding affinity (normalized) is 0.0847.